This data is from Full USPTO retrosynthesis dataset with 1.9M reactions from patents (1976-2016). The task is: Predict the reactants needed to synthesize the given product. (1) Given the product [F:33][C:29]1[CH:28]=[C:27]([CH:32]=[CH:31][CH:30]=1)[CH2:26][O:25][C:22]1[CH:23]=[CH:24][C:19]([NH:18][C:16]2[N:15]=[CH:14][N:13]=[C:12]3[NH:11][N:10]=[C:9]([O:8][CH2:7][CH2:6][N:35]4[CH2:39][CH2:38][CH2:37][C@@H:36]4[CH2:40][OH:41])[C:17]=23)=[CH:20][C:21]=1[CH3:34], predict the reactants needed to synthesize it. The reactants are: CS(O[CH2:6][CH2:7][O:8][C:9]1[C:17]2[C:12](=[N:13][CH:14]=[N:15][C:16]=2[NH:18][C:19]2[CH:24]=[CH:23][C:22]([O:25][CH2:26][C:27]3[CH:32]=[CH:31][CH:30]=[C:29]([F:33])[CH:28]=3)=[C:21]([CH3:34])[CH:20]=2)[NH:11][N:10]=1)(=O)=O.[NH:35]1[CH2:39][CH2:38][CH2:37][C@@H:36]1[CH2:40][OH:41]. (2) Given the product [O:1]1[CH2:5][CH2:4][O:3][CH:2]1[C:6]1[CH:13]=[CH:12][C:9]([C:10]2[NH:16][N:15]=[N:14][N:11]=2)=[CH:8][CH:7]=1, predict the reactants needed to synthesize it. The reactants are: [O:1]1[CH2:5][CH2:4][O:3][CH:2]1[C:6]1[CH:13]=[CH:12][C:9]([C:10]#[N:11])=[CH:8][CH:7]=1.[N-:14]=[N+:15]=[N-:16].[Na+].Cl.C(N(CC)CC)C.Cl. (3) Given the product [Cl:1][C:2]1[N:10]=[C:9]2[C:5]([N:6]=[C:7]([CH:17]([OH:22])[C:18]([F:21])([F:20])[F:19])[N:8]2[CH:11]2[CH2:16][CH2:15][CH2:14][CH2:13][O:12]2)=[C:4]([N:23]2[CH2:28][CH2:27][O:26][CH2:25][CH2:24]2)[N:3]=1, predict the reactants needed to synthesize it. The reactants are: [Cl:1][C:2]1[N:10]=[C:9]2[C:5]([N:6]=[C:7]([C:17](=[O:22])[C:18]([F:21])([F:20])[F:19])[N:8]2[CH:11]2[CH2:16][CH2:15][CH2:14][CH2:13][O:12]2)=[C:4]([N:23]2[CH2:28][CH2:27][O:26][CH2:25][CH2:24]2)[N:3]=1.[BH4-].[Na+]. (4) Given the product [OH:29][CH:30]([CH3:33])[CH2:31][NH:32][C:6]([C:8]1[CH:9]=[C:10]([C:18]2[N:19]=[C:20]([C:23]3[CH:28]=[CH:27][N:26]=[CH:25][CH:24]=3)[S:21][CH:22]=2)[C:11](=[O:17])[NH:12][C:13]=1[CH:14]([CH3:16])[CH3:15])=[O:7], predict the reactants needed to synthesize it. The reactants are: N1([C:6]([C:8]2[CH:9]=[C:10]([C:18]3[N:19]=[C:20]([C:23]4[CH:28]=[CH:27][N:26]=[CH:25][CH:24]=4)[S:21][CH:22]=3)[C:11](=[O:17])[NH:12][C:13]=2[CH:14]([CH3:16])[CH3:15])=[O:7])C=CN=C1.[OH:29][CH:30]([CH3:33])[CH2:31][NH2:32].CCN(C(C)C)C(C)C. (5) The reactants are: [Cl:1][C:2]1[C:6]2[N:7]=[C:8]([C:12]3[CH:17]=[CH:16][N:15]=[CH:14][CH:13]=3)[N:9]=[C:10](O)[C:5]=2[S:4][CH:3]=1.O=P(Cl)(Cl)[Cl:20]. Given the product [Cl:1][C:2]1[C:6]2[N:7]=[C:8]([C:12]3[CH:17]=[CH:16][N:15]=[CH:14][CH:13]=3)[N:9]=[C:10]([Cl:20])[C:5]=2[S:4][CH:3]=1, predict the reactants needed to synthesize it. (6) Given the product [CH3:1][C:2]1[C:6]([C:7]2[C:8]([O:34][CH3:35])=[CH:9][C:10]3[C:11]4[N:24]([C@@H:25]([C:27]5[CH:32]=[CH:31][CH:30]=[CH:29][CH:28]=5)[CH3:26])[C:23](=[O:33])[O:22][C:12]=4[C:13]([C:17]([OH:19])=[O:18])=[N:14][C:15]=3[CH:16]=2)=[C:5]([CH3:36])[O:4][N:3]=1, predict the reactants needed to synthesize it. The reactants are: [CH3:1][C:2]1[C:6]([C:7]2[C:8]([O:34][CH3:35])=[CH:9][C:10]3[C:11]4[N:24]([C@@H:25]([C:27]5[CH:32]=[CH:31][CH:30]=[CH:29][CH:28]=5)[CH3:26])[C:23](=[O:33])[O:22][C:12]=4[C:13]([C:17]([O:19]CC)=[O:18])=[N:14][C:15]=3[CH:16]=2)=[C:5]([CH3:36])[O:4][N:3]=1.Cl. (7) Given the product [CH2:19]([NH:21][C:22]([NH:1][C:2]1[CH:3]=[CH:4][C:5]2[C:6]([N:18]=1)=[N:7][C:8]([C:11]1[CH:16]=[CH:15][C:14]([OH:17])=[CH:13][CH:12]=1)=[CH:9][N:10]=2)=[O:23])[CH3:20], predict the reactants needed to synthesize it. The reactants are: [NH2:1][C:2]1[CH:3]=[CH:4][C:5]2[C:6]([N:18]=1)=[N:7][C:8]([C:11]1[CH:16]=[CH:15][C:14]([OH:17])=[CH:13][CH:12]=1)=[CH:9][N:10]=2.[CH2:19]([N:21]=[C:22]=[O:23])[CH3:20].Cl.[OH-].[K+]. (8) Given the product [CH3:43][O:42][C:3]1[C:4]2=[CH:5][CH:6]=[CH:7][C:2]=1[CH2:1][C:28]1[CH:27]=[CH:26][CH:25]=[C:24]([CH2:23][C:20]3[CH:19]=[CH:18][CH:17]=[C:16]([CH2:15][C:11]4[C:10]([OH:31])=[C:9]([CH2:8]2)[CH:14]=[CH:13][CH:12]=4)[C:21]=3[O:22][CH3:51])[C:33]=1[OH:36], predict the reactants needed to synthesize it. The reactants are: [CH2:1]1[C:28]2=C(O)[C:24](=[CH:25][CH:26]=[CH:27]2)[CH2:23][C:20]2=[C:21]([OH:22])[C:16](=[CH:17][CH:18]=[CH:19]2)[CH2:15][C:11]2=[CH:12][CH:13]=[CH:14][C:9](=[C:10]2[OH:31])[CH2:8][C:4]2=[CH:5][CH:6]=[CH:7][C:2]1=[C:3]2O.[C:33](=[O:36])([O-])[O-].[K+].[K+].S(C1C=CC(C)=CC=1)([O:42][CH3:43])(=O)=O.[CH3:51]C#N. (9) Given the product [F:43][C:42]([F:45])([F:44])[S:39]([O:30][C:24]1[CH:25]=[CH:26][C:27]2[C:22](=[CH:21][C:20]([CH2:19][CH:16]3[CH2:17][CH2:18][N:14]([CH:8]4[CH2:9][CH2:10][CH2:11][CH2:12][CH2:13]4)[C:15]3=[O:31])=[CH:29][CH:28]=2)[CH:23]=1)(=[O:41])=[O:40], predict the reactants needed to synthesize it. The reactants are: CCN(CC)CC.[CH:8]1([N:14]2[CH2:18][CH2:17][CH:16]([CH2:19][C:20]3[CH:29]=[CH:28][C:27]4[C:22](=[CH:23][C:24]([OH:30])=[CH:25][CH:26]=4)[CH:21]=3)[C:15]2=[O:31])[CH2:13][CH2:12][CH2:11][CH2:10][CH2:9]1.C1C=CC(N([S:39]([C:42]([F:45])([F:44])[F:43])(=[O:41])=[O:40])[S:39]([C:42]([F:45])([F:44])[F:43])(=[O:41])=[O:40])=CC=1. (10) Given the product [CH3:17][O:19][C:20](=[O:26])[CH2:21][CH2:22][CH2:23][CH2:4][CH:6]1[CH2:15][CH2:14][C:13]2[C:8](=[CH:9][CH:10]=[CH:11][CH:12]=2)[C:7]1=[O:16], predict the reactants needed to synthesize it. The reactants are: C(O[C:4]([CH:6]1[CH2:15][CH2:14][C:13]2[C:8](=[CH:9][CH:10]=[CH:11][CH:12]=2)[C:7]1=[O:16])=O)C.[CH2:17]([O:19][C:20](=[O:26])[CH2:21][CH2:22][CH2:23]CBr)C.[Na].C(=O)(O)[O-].[Na+].